This data is from Catalyst prediction with 721,799 reactions and 888 catalyst types from USPTO. The task is: Predict which catalyst facilitates the given reaction. (1) Reactant: CC1(C)CCCC(C)(C)N1[Mg]Cl.[Cl-].[Li+].[N:15]1[CH:20]=[CH:19][C:18]([C:21]2[S:25][C:24]([C:26]([O:28][CH2:29][CH3:30])=[O:27])=[CH:23][CH:22]=2)=[CH:17][CH:16]=1.[CH:31]1[C:40]2[C:35](=[CH:36][CH:37]=[CH:38][CH:39]=2)[CH:34]=[CH:33][C:32]=1[CH:41]=[O:42]. Product: [OH:42][CH:41]([C:32]1[CH:33]=[CH:34][C:35]2[C:40](=[CH:39][CH:38]=[CH:37][CH:36]=2)[CH:31]=1)[C:23]1[CH:22]=[C:21]([C:18]2[CH:17]=[CH:16][N:15]=[CH:20][CH:19]=2)[S:25][C:24]=1[C:26]([O:28][CH2:29][CH3:30])=[O:27]. The catalyst class is: 266. (2) Reactant: [CH2:1]([O:3][C:4]1[N:9]=[C:8]([CH3:10])[C:7]([N+:11]([O-:13])=[O:12])=[CH:6][CH:5]=1)[CH3:2].CO[CH:16](OC)[N:17]([CH3:19])[CH3:18]. Product: [CH2:1]([O:3][C:4]1[N:9]=[C:8](/[CH:10]=[CH:16]/[N:17]([CH3:19])[CH3:18])[C:7]([N+:11]([O-:13])=[O:12])=[CH:6][CH:5]=1)[CH3:2]. The catalyst class is: 9. (3) Reactant: [CH3:1][Si:2]([CH3:11])([CH3:10])[O:3][C:4]1[CH:9]=[CH:8][CH2:7][CH2:6][CH:5]=1.[C:12]([O:16][CH2:17][CH3:18])(=[O:15])[C:13]#[CH:14].[Cl-].C([Al+]CC)C. Product: [CH3:1][Si:2]([CH3:11])([CH3:10])[O:3][C:4]1[CH:9]2[CH2:8][CH2:7][CH:6]([CH:5]=1)[C:13]([C:12]([O:16][CH2:17][CH3:18])=[O:15])=[CH:14]2. The catalyst class is: 4. (4) Reactant: C([O:3][C:4](=[O:47])[CH2:5][C:6]1[C:14]2[C:9](=[CH:10][CH:11]=[CH:12][CH:13]=2)[N:8]([C:15]2[CH:20]=[CH:19][C:18]([S:21]([N:24]3[CH2:29][CH2:28][CH:27]([CH2:30][NH:31][CH2:32][C@H:33]([OH:46])[C:34]4[CH:39]=[CH:38][C:37]([OH:40])=[C:36](S(C)(=O)=O)[C:35]=4N)[CH2:26][CH2:25]3)(=[O:23])=[O:22])=[CH:17][CH:16]=2)[CH:7]=1)C.[OH-:48].[Na+].Cl. Product: [OH:46][C@H:33]([C:34]1[CH:39]=[CH:38][C:37]([OH:40])=[C:36]([NH:24][S:21]([CH3:18])(=[O:22])=[O:48])[CH:35]=1)[CH2:32][NH:31][CH2:30][CH:27]1[CH2:28][CH2:29][N:24]([S:21]([C:18]2[CH:17]=[CH:16][C:15]([N:8]3[C:9]4[C:14](=[CH:13][CH:12]=[CH:11][CH:10]=4)[C:6]([CH2:5][C:4]([OH:3])=[O:47])=[CH:7]3)=[CH:20][CH:19]=2)(=[O:22])=[O:23])[CH2:25][CH2:26]1. The catalyst class is: 5. (5) Reactant: [OH:1][C:2]1[CH:3]=[C:4]2[C:7](=[CH:8][CH:9]=1)[CH:6]([C:10]#[N:11])[CH2:5]2.ClCCl.C(N(CC)CC)C.[CH3:22][N:23]([CH3:28])[S:24](Cl)(=[O:26])=[O:25]. Product: [CH3:22][N:23]([CH3:28])[S:24](=[O:26])(=[O:25])[O:1][C:2]1[CH:3]=[C:4]2[C:7](=[CH:8][CH:9]=1)[CH:6]([C:10]#[N:11])[CH2:5]2. The catalyst class is: 6.